This data is from Full USPTO retrosynthesis dataset with 1.9M reactions from patents (1976-2016). The task is: Predict the reactants needed to synthesize the given product. (1) Given the product [Br:29][CH2:28][C:2]1[CH:3]=[CH:4][CH:5]=[CH:6][C:1]=1[CH:7]([CH2:9][CH2:10][CH2:11][CH2:12][CH2:13][CH2:14][CH2:15][CH2:16][CH2:17][CH2:18][CH2:19][CH3:20])[CH3:8], predict the reactants needed to synthesize it. The reactants are: [C:1]1([CH:7]([CH2:9][CH2:10][CH2:11][CH2:12][CH2:13][CH2:14][CH2:15][CH2:16][CH2:17][CH2:18][CH2:19][CH3:20])[CH3:8])[CH:6]=[CH:5][CH:4]=[CH:3][CH:2]=1.S(=O)(=O)(O)O.CO[CH2:28][Br:29]. (2) Given the product [OH:1][C:2]1[C:3]([CH2:14][CH2:15][CH3:16])=[C:4]([CH2:10][C:11]([O:13][CH3:22])=[O:12])[CH:5]=[C:6]([O:8][CH3:9])[CH:7]=1, predict the reactants needed to synthesize it. The reactants are: [OH:1][C:2]1[C:3]([CH2:14][CH2:15][CH3:16])=[C:4]([CH2:10][C:11]([OH:13])=[O:12])[CH:5]=[C:6]([O:8][CH3:9])[CH:7]=1.S(=O)(=O)(O)O.[CH3:22]O. (3) Given the product [OH:29][CH:27]([CH3:28])[CH2:26][NH:25][C:22]([C:21]1[C:15]2[C:16](=[N:17][CH:18]=[C:13]([C:5]3[CH:6]=[C:7]([O:11][CH3:12])[C:8]([O:9][CH3:10])=[C:3]([O:2][CH3:1])[CH:4]=3)[N:14]=2)[NH:19][CH:20]=1)=[O:23], predict the reactants needed to synthesize it. The reactants are: [CH3:1][O:2][C:3]1[CH:4]=[C:5]([C:13]2[N:14]=[C:15]3[C:21]([C:22](O)=[O:23])=[CH:20][NH:19][C:16]3=[N:17][CH:18]=2)[CH:6]=[C:7]([O:11][CH3:12])[C:8]=1[O:9][CH3:10].[NH2:25][CH2:26][CH:27]([OH:29])[CH3:28]. (4) The reactants are: Cl[C:2]1[N:7]=[C:6]([O:8][C@@H:9]([C@H:11]2[CH2:15][N:14]([C@H:16]([C:18]3[CH:23]=[CH:22][C:21]([O:24][CH3:25])=[CH:20][CH:19]=3)[CH3:17])[C:13](=[O:26])[CH2:12]2)[CH3:10])[C:5]2=[CH:27][N:28]([CH3:30])[N:29]=[C:4]2[CH:3]=1.[C:31]([N:35]1[CH:39]=[C:38](B2OC(C)(C)C(C)(C)O2)[CH:37]=[N:36]1)([CH3:34])([CH3:33])[CH3:32].C(=O)([O-])[O-].[Na+].[Na+].C(Cl)Cl. Given the product [C:31]([N:35]1[CH:39]=[C:38]([C:2]2[N:7]=[C:6]([O:8][C@@H:9]([C@H:11]3[CH2:15][N:14]([C@H:16]([C:18]4[CH:23]=[CH:22][C:21]([O:24][CH3:25])=[CH:20][CH:19]=4)[CH3:17])[C:13](=[O:26])[CH2:12]3)[CH3:10])[C:5]3=[CH:27][N:28]([CH3:30])[N:29]=[C:4]3[CH:3]=2)[CH:37]=[N:36]1)([CH3:34])([CH3:33])[CH3:32], predict the reactants needed to synthesize it. (5) Given the product [CH2:1]([O:8][C:9]1[CH:10]=[C:11]([S:15][C:16]2[CH:21]=[CH:20][C:19]([CH2:22][CH2:23][CH2:24][C:25]3([CH:31]=[P:34]([O:35][CH2:36][CH3:37])=[O:38])[CH2:29][O:28][C:27](=[O:30])[NH:26]3)=[C:18]([Cl:33])[CH:17]=2)[CH:12]=[CH:13][CH:14]=1)[C:2]1[CH:7]=[CH:6][CH:5]=[CH:4][CH:3]=1, predict the reactants needed to synthesize it. The reactants are: [CH2:1]([O:8][C:9]1[CH:10]=[C:11]([S:15][C:16]2[CH:21]=[CH:20][C:19]([CH2:22][CH2:23][CH2:24][C:25]3([CH2:31]I)[CH2:29][O:28][C:27](=[O:30])[NH:26]3)=[C:18]([Cl:33])[CH:17]=2)[CH:12]=[CH:13][CH:14]=1)[C:2]1[CH:7]=[CH:6][CH:5]=[CH:4][CH:3]=1.[P:34](OCC)([O:38]CC)[O:35][CH2:36][CH3:37]. (6) The reactants are: [CH3:1][N:2]1[CH2:7][CH2:6][N:5]([C:8]2[CH:14]=[CH:13][C:11]([NH2:12])=[C:10]([CH2:15][S:16]([C:19]3[C:28]4[C:23](=[CH:24][CH:25]=[CH:26][CH:27]=4)[CH:22]=[CH:21][CH:20]=3)(=[O:18])=[O:17])[CH:9]=2)[CH2:4][CH2:3]1.[N:29]([O-])=O.[Na+].C([O-])(O)=O.[Na+]. Given the product [CH3:1][N:2]1[CH2:3][CH2:4][N:5]([C:8]2[CH:9]=[C:10]3[C:11](=[CH:13][CH:14]=2)[NH:12][N:29]=[C:15]3[S:16]([C:19]2[C:28]3[C:23](=[CH:24][CH:25]=[CH:26][CH:27]=3)[CH:22]=[CH:21][CH:20]=2)(=[O:18])=[O:17])[CH2:6][CH2:7]1, predict the reactants needed to synthesize it. (7) Given the product [CH3:59][O:58][C:56](=[O:55])[CH2:57][C:12]1[C:13](=[O:23])[C:14]([O:15][CH2:16][C:17]2[CH:22]=[CH:21][CH:20]=[CH:19][CH:18]=2)=[C:9]([C:7](=[O:8])[NH:6][CH2:5][C:4]2[CH:31]=[CH:32][CH:33]=[C:2]([Cl:1])[CH:3]=2)[N:10]([CH2:25][CH:26]([O:29][CH3:30])[O:27][CH3:28])[CH:11]=1, predict the reactants needed to synthesize it. The reactants are: [Cl:1][C:2]1[CH:3]=[C:4]([CH:31]=[CH:32][CH:33]=1)[CH2:5][NH:6][C:7]([C:9]1[N:10]([CH2:25][CH:26]([O:29][CH3:30])[O:27][CH3:28])[CH:11]=[C:12](Br)[C:13](=[O:23])[C:14]=1[O:15][CH2:16][C:17]1[CH:22]=[CH:21][CH:20]=[CH:19][CH:18]=1)=[O:8].C([Sn](F)(CCCC)CCCC)CCC.[Si]([O:55][CH:56]([O:58][CH3:59])[CH3:57])(C(C)(C)C)(C)C.C(=O)([O-])O.[Na+]. (8) Given the product [Br:1][C:2]1[CH:7]=[CH:6][C:5]([NH:8][C:19](=[O:20])[CH2:18][CH2:17][Cl:16])=[C:4]([Cl:9])[CH:3]=1, predict the reactants needed to synthesize it. The reactants are: [Br:1][C:2]1[CH:7]=[CH:6][C:5]([NH2:8])=[C:4]([Cl:9])[CH:3]=1.N1C=CC=CC=1.[Cl:16][CH2:17][CH2:18][C:19](Cl)=[O:20].